Task: Predict the reaction yield, written as a fraction of the theoretical maximum amount of product (1.0 means a 100% yield; for example, 0.34 means a 34% yield).. Dataset: Reaction yield outcomes from USPTO patents with 853,638 reactions (1) The reactants are Cl[CH2:2][C:3](=O)[CH3:4].[C:6]([C@@H:9]1[CH2:13][CH2:12][CH2:11][N:10]1[C:14]([O:16][CH2:17][C:18]1[CH:23]=[CH:22][CH:21]=[CH:20][CH:19]=1)=[O:15])(=[S:8])[NH2:7]. The catalyst is C(Cl)(Cl)Cl. The product is [CH3:4][C:3]1[N:7]=[C:6]([C@@H:9]2[CH2:13][CH2:12][CH2:11][N:10]2[C:14]([O:16][CH2:17][C:18]2[CH:23]=[CH:22][CH:21]=[CH:20][CH:19]=2)=[O:15])[S:8][CH:2]=1. The yield is 0.540. (2) The reactants are OC[C:3]([CH3:19])(C)[CH2:4][CH2:5][CH2:6][C:7](=[O:17])[CH2:8][CH2:9][CH2:10][CH2:11][C:12]([CH3:16])([CH3:15])[CH2:13][OH:14].[N+](C(S(C1C=CC(C)=CC=1)(=O)=O)CCC[CH2:26][C:27](C)([CH3:36])[CH2:28][O:29]C1CCCCO1)#[C-].[H-].[Na+].CO. The catalyst is [I-].C([N+](CCCC)(CCCC)CCCC)CCC.CS(C)=O.Cl. The product is [OH:14][CH2:13][C:12]([CH3:15])([CH3:16])[CH2:11][CH2:10][CH2:9][CH2:8][C:7](=[O:17])[CH2:6][CH2:5][CH2:4][CH2:3][CH2:19][C:27]([CH3:36])([CH3:26])[CH2:28][OH:29]. The yield is 0.480.